This data is from Forward reaction prediction with 1.9M reactions from USPTO patents (1976-2016). The task is: Predict the product of the given reaction. Given the reactants [CH2:1]([O:3][C:4]([C:6]1[C:14]2[C:9](=[CH:10][C:11]([Br:28])=[C:12]([CH2:15][C:16]3[C:25]4[C:20](=[CH:21][C:22]([O:26][CH3:27])=[CH:23][CH:24]=4)[CH2:19][CH2:18][N:17]=3)[CH:13]=2)[NH:8][C:7]=1[CH3:29])=[O:5])[CH3:2].N1C=CC=CC=1.[C:36](OC=O)(=[O:41])C(C)(C)C, predict the reaction product. The product is: [CH2:1]([O:3][C:4]([C:6]1[C:14]2[C:9](=[CH:10][C:11]([Br:28])=[C:12]([CH:15]=[C:16]3[C:25]4[C:20](=[CH:21][C:22]([O:26][CH3:27])=[CH:23][CH:24]=4)[CH2:19][CH2:18][N:17]3[CH:36]=[O:41])[CH:13]=2)[NH:8][C:7]=1[CH3:29])=[O:5])[CH3:2].